This data is from Reaction yield outcomes from USPTO patents with 853,638 reactions. The task is: Predict the reaction yield, written as a fraction of the theoretical maximum amount of product (1.0 means a 100% yield; for example, 0.34 means a 34% yield). (1) The catalyst is C1C=CC([P]([Pd]([P](C2C=CC=CC=2)(C2C=CC=CC=2)C2C=CC=CC=2)([P](C2C=CC=CC=2)(C2C=CC=CC=2)C2C=CC=CC=2)[P](C2C=CC=CC=2)(C2C=CC=CC=2)C2C=CC=CC=2)(C2C=CC=CC=2)C2C=CC=CC=2)=CC=1.[Cu]I.CN(C=O)C. The product is [S:1]1[C:5]2[CH:6]=[CH:7][CH:8]=[CH:9][C:4]=2[N:3]=[C:2]1[C:41]1[C:36]([NH:35][C@@H:31]2[CH2:30][C@H:29]([C:45]([O:47][CH3:48])=[O:46])[C@@H:28]([O:27][Si:10]([C:23]([CH3:24])([CH3:25])[CH3:26])([C:11]3[CH:12]=[CH:13][CH:14]=[CH:15][CH:16]=3)[C:17]3[CH:18]=[CH:19][CH:20]=[CH:21][CH:22]=3)[C@H:32]2[O:33][CH3:34])=[N:37][C:38]([S:43][CH3:44])=[N:39][CH:40]=1. The yield is 0.480. The reactants are [S:1]1[C:5]2[CH:6]=[CH:7][CH:8]=[CH:9][C:4]=2[N:3]=[CH:2]1.[Si:10]([O:27][C@H:28]1[C@@H:32]([O:33][CH3:34])[C@H:31]([NH:35][C:36]2[C:41](I)=[CH:40][N:39]=[C:38]([S:43][CH3:44])[N:37]=2)[CH2:30][C@@H:29]1[C:45]([O:47][CH3:48])=[O:46])([C:23]([CH3:26])([CH3:25])[CH3:24])([C:17]1[CH:22]=[CH:21][CH:20]=[CH:19][CH:18]=1)[C:11]1[CH:16]=[CH:15][CH:14]=[CH:13][CH:12]=1. (2) The reactants are [F:1][C:2]([F:11])([F:10])[C:3]1[CH:4]=[C:5]([CH:7]=[CH:8][CH:9]=1)[NH2:6].C(N(CC)CC)C.Cl[C:20](=[O:27])[CH2:21][C:22]([O:24][CH2:25][CH3:26])=[O:23]. The catalyst is CC(C)=O. The product is [O:27]=[C:20]([NH:6][C:5]1[CH:7]=[CH:8][CH:9]=[C:3]([C:2]([F:10])([F:11])[F:1])[CH:4]=1)[CH2:21][C:22]([O:24][CH2:25][CH3:26])=[O:23]. The yield is 0.990.